From a dataset of Forward reaction prediction with 1.9M reactions from USPTO patents (1976-2016). Predict the product of the given reaction. (1) Given the reactants [NH:1]1[CH2:6][CH2:5][CH:4]([C:7]2[C:15]3[C:10](=[CH:11][CH:12]=[CH:13][CH:14]=3)[NH:9][CH:8]=2)[CH2:3][CH2:2]1.[CH3:16][O:17][C:18](=[O:27])[C:19]1[CH:24]=[CH:23][CH:22]=[C:21]([CH2:25]Br)[CH:20]=1, predict the reaction product. The product is: [CH3:16][O:17][C:18](=[O:27])[C:19]1[CH:24]=[CH:23][CH:22]=[C:21]([CH2:25][N:1]2[CH2:6][CH2:5][CH:4]([C:7]3[C:15]4[C:10](=[CH:11][CH:12]=[CH:13][CH:14]=4)[NH:9][CH:8]=3)[CH2:3][CH2:2]2)[CH:20]=1. (2) Given the reactants C([O:5][C:6](=[O:44])[CH2:7][N:8]1[CH:12]=[CH:11][C:10]([NH:13][C:14]([C@H:16]2[C@H:20]([C:21]3[CH:26]=[CH:25][CH:24]=[C:23]([Cl:27])[C:22]=3[F:28])[C@:19]([C:31]3[CH:36]=[CH:35][C:34]([Cl:37])=[CH:33][C:32]=3[F:38])([C:29]#[N:30])[C@H:18]([CH2:39][C:40]([CH3:43])([CH3:42])[CH3:41])[NH:17]2)=[O:15])=[N:9]1)(C)(C)C.S(=O)(=O)(O)O, predict the reaction product. The product is: [Cl:27][C:23]1[C:22]([F:28])=[C:21]([C@@H:20]2[C@:19]([C:31]3[CH:36]=[CH:35][C:34]([Cl:37])=[CH:33][C:32]=3[F:38])([C:29]#[N:30])[C@H:18]([CH2:39][C:40]([CH3:41])([CH3:42])[CH3:43])[NH:17][C@H:16]2[C:14]([NH:13][C:10]2[CH:11]=[CH:12][N:8]([CH2:7][C:6]([OH:44])=[O:5])[N:9]=2)=[O:15])[CH:26]=[CH:25][CH:24]=1. (3) Given the reactants [Br:1][C:2]1[CH:3]=[C:4]([CH:7]=[CH:8][C:9]=1[O:10][CH3:11])[C:5]#[N:6].[N+:12]([O-])([OH:14])=[O:13], predict the reaction product. The product is: [Br:1][C:2]1[CH:3]=[C:4]([CH:7]=[C:8]([N+:12]([O-:14])=[O:13])[C:9]=1[O:10][CH3:11])[C:5]#[N:6]. (4) Given the reactants [CH:1]([C:4]1[N:5]=[C:6]([C:9]2[CH:18]=[C:17](O)[C:16]3[C:11](=[CH:12][C:13]([O:20][CH3:21])=[CH:14][CH:15]=3)[N:10]=2)[S:7][CH:8]=1)([CH3:3])[CH3:2].P(Cl)(Cl)([Cl:24])=O, predict the reaction product. The product is: [Cl:24][C:17]1[C:16]2[C:11](=[CH:12][C:13]([O:20][CH3:21])=[CH:14][CH:15]=2)[N:10]=[C:9]([C:6]2[S:7][CH:8]=[C:4]([CH:1]([CH3:3])[CH3:2])[N:5]=2)[CH:18]=1. (5) Given the reactants Cl[C:2]1[N:7]=[CH:6][C:5]([C:8]([O:10][CH3:11])=[O:9])=[CH:4][C:3]=1[C:12]#[N:13].[CH2:14]([NH2:17])[CH2:15][CH3:16].C(N(CC)CC)C, predict the reaction product. The product is: [C:12]([C:3]1[CH:4]=[C:5]([C:8]([O:10][CH3:11])=[O:9])[CH:6]=[N:7][C:2]=1[NH:17][CH2:14][CH2:15][CH3:16])#[N:13]. (6) Given the reactants [CH3:1][O:2][C:3]1[CH:4]=[C:5]2[C:10](=[CH:11][C:12]=1[O:13][CH3:14])[N:9]=[CH:8][CH:7]=[C:6]2[O:15][C:16]1[CH:22]=[CH:21][C:19]([NH2:20])=[C:18]([F:23])[CH:17]=1.ClC(Cl)(O[C:28](=[O:34])OC(Cl)(Cl)Cl)Cl.[CH2:36]([NH2:40])[CH:37]([CH3:39])[CH3:38], predict the reaction product. The product is: [CH3:1][O:2][C:3]1[CH:4]=[C:5]2[C:10](=[CH:11][C:12]=1[O:13][CH3:14])[N:9]=[CH:8][CH:7]=[C:6]2[O:15][C:16]1[CH:22]=[CH:21][C:19]([NH:20][C:28]([NH:40][CH2:36][CH:37]([CH3:39])[CH3:38])=[O:34])=[C:18]([F:23])[CH:17]=1. (7) Given the reactants [NH2:1][C:2]1[CH:7]=[CH:6][C:5]([OH:8])=[CH:4][C:3]=1[N+:9]([O-])=O.[H][H], predict the reaction product. The product is: [NH2:9][C:3]1[CH:4]=[C:5]([OH:8])[CH:6]=[CH:7][C:2]=1[NH2:1]. (8) Given the reactants Cl[C:2]1[N:3]=[C:4]([NH:15][S:16]([CH3:19])(=[O:18])=[O:17])[C:5]2[C:6](=[O:14])[N:7]([CH2:12][CH3:13])[CH:8]=[CH:9][C:10]=2[CH:11]=1.CC1(C)C(C)(C)OB([C:28]2[CH:29]=[N:30][C:31]([NH2:34])=[N:32][CH:33]=2)O1.C([O-])([O-])=O.[Na+].[Na+], predict the reaction product. The product is: [NH2:34][C:31]1[N:32]=[CH:33][C:28]([C:2]2[N:3]=[C:4]([NH:15][S:16]([CH3:19])(=[O:18])=[O:17])[C:5]3[C:6](=[O:14])[N:7]([CH2:12][CH3:13])[CH:8]=[CH:9][C:10]=3[CH:11]=2)=[CH:29][N:30]=1. (9) Given the reactants NC1(C2C=CC(C3C(=O)C4C(=CC=C(F)C=4)OC=3C3C=CC=CC=3)=CC=2)CCC1.C(OC(=O)[NH:36][C:37]1([C:41]2[CH:46]=[CH:45][C:44]([C:47]3[C:56](=[O:57])[C:55]4[C:50](=[CH:51][C:52]([C:60]5[NH:61][N:62]=[CH:63][CH:64]=5)=[C:53]([O:58][CH3:59])[CH:54]=4)[O:49][C:48]=3[C:65]3[CH:70]=[CH:69][CH:68]=[CH:67][CH:66]=3)=[CH:43][CH:42]=2)[CH2:40][CH2:39][CH2:38]1)(C)(C)C, predict the reaction product. The product is: [NH2:36][C:37]1([C:41]2[CH:42]=[CH:43][C:44]([C:47]3[C:56](=[O:57])[C:55]4[C:50](=[CH:51][C:52]([C:60]5[NH:61][N:62]=[CH:63][CH:64]=5)=[C:53]([O:58][CH3:59])[CH:54]=4)[O:49][C:48]=3[C:65]3[CH:66]=[CH:67][CH:68]=[CH:69][CH:70]=3)=[CH:45][CH:46]=2)[CH2:38][CH2:39][CH2:40]1.